Dataset: Reaction yield outcomes from USPTO patents with 853,638 reactions. Task: Predict the reaction yield, written as a fraction of the theoretical maximum amount of product (1.0 means a 100% yield; for example, 0.34 means a 34% yield). (1) The reactants are C(Cl)(=O)C(Cl)=O.[OH:7][CH2:8][CH:9]1[CH2:14][CH2:13][N:12]([C:15]2[CH:16]=[CH:17][C:18](=[O:22])[N:19]([CH3:21])[N:20]=2)[CH2:11][CH2:10]1.C(N(CC)CC)C.O. The catalyst is ClCCl.CS(C)=O. The product is [CH3:21][N:19]1[C:18](=[O:22])[CH:17]=[CH:16][C:15]([N:12]2[CH2:13][CH2:14][CH:9]([CH:8]=[O:7])[CH2:10][CH2:11]2)=[N:20]1. The yield is 0.980. (2) The reactants are C(OC(=O)[NH:7][C@H:8]([C:16](=[O:23])[NH:17][C:18]1[S:19][CH:20]=[CH:21][N:22]=1)[CH2:9][CH:10]1[CH2:15][CH2:14][CH2:13][CH2:12][CH2:11]1)(C)(C)C. The catalyst is C(O)(C(F)(F)F)=O. The product is [NH2:7][C@@H:8]([CH2:9][CH:10]1[CH2:15][CH2:14][CH2:13][CH2:12][CH2:11]1)[C:16]([NH:17][C:18]1[S:19][CH:20]=[CH:21][N:22]=1)=[O:23]. The yield is 0.940. (3) The reactants are [N:1]1[CH:6]=[CH:5][CH:4]=[CH:3][C:2]=1[C:7]1[NH:8][C:9]2[C:14]([CH:15]=1)=[CH:13][CH:12]=[CH:11][C:10]=2[NH2:16].[S:17]1[CH:21]=[CH:20][CH:19]=[C:18]1[S:22](Cl)(=[O:24])=[O:23]. The catalyst is N1C=CC=CC=1. The product is [N:1]1[CH:6]=[CH:5][CH:4]=[CH:3][C:2]=1[C:7]1[NH:8][C:9]2[C:14]([CH:15]=1)=[CH:13][CH:12]=[CH:11][C:10]=2[NH:16][S:22]([C:18]1[S:17][CH:21]=[CH:20][CH:19]=1)(=[O:24])=[O:23]. The yield is 0.820. (4) The catalyst is C(Cl)Cl. The yield is 0.560. The reactants are [F:1][C:2]1[CH:3]=[CH:4][CH:5]=[C:6]2[C:10]=1[NH:9][CH2:8][CH2:7]2.[Br:11]N1C(=O)CCC1=O. The product is [Br:11][C:4]1[CH:5]=[C:6]2[C:10](=[C:2]([F:1])[CH:3]=1)[NH:9][CH2:8][CH2:7]2.